This data is from Full USPTO retrosynthesis dataset with 1.9M reactions from patents (1976-2016). The task is: Predict the reactants needed to synthesize the given product. (1) Given the product [C:1]([O:5][C:6]([NH:8][CH:9]1[CH2:10][CH2:11][N:12]([C:16]([O:18][CH2:19][C:20]2[CH:25]=[CH:24][CH:23]=[CH:22][CH:21]=2)=[O:17])[CH2:13][CH2:14]1)=[O:7])([CH3:4])([CH3:2])[CH3:3], predict the reactants needed to synthesize it. The reactants are: [C:1]([O:5][C:6]([NH:8][CH:9]1[CH2:14][CH2:13][NH:12][CH2:11][CH2:10]1)=[O:7])([CH3:4])([CH3:3])[CH3:2].Cl[C:16]([O:18][CH2:19][C:20]1[CH:25]=[CH:24][CH:23]=[CH:22][CH:21]=1)=[O:17].C(N(CC)CC)C. (2) Given the product [Br:18][C:3]1[CH:2]=[CH:9][C:6]([CH:7]=[O:8])=[C:5]([O:17][C:11]2[CH:16]=[CH:15][CH:14]=[CH:13][CH:12]=2)[CH:4]=1, predict the reactants needed to synthesize it. The reactants are: Br[C:2]1[CH:3]=[CH:4][C:5](F)=[C:6]([CH:9]=1)[CH:7]=[O:8].[C:11]1([OH:17])[CH:16]=[CH:15][CH:14]=[CH:13][CH:12]=1.[Br:18]C1C=CC=C(C=1)OC1C=CC=CC=1C#N.CO[C@@H]1[C@@H](C(OC)=O)[C@@H]2[C@@H](CN3[C@H](C2)C2NC4C=C(OC)C=CC=4C=2CC3)C[C@H]1OC(C1C=C(OC)C(OC)=C(OC)C=1)=O. (3) Given the product [Cl:16][C:17]1[CH:24]=[CH:23][C:20]([C@H:21]([OH:22])[C@H:11]2[O:12][CH2:13][CH2:14][N:9]([CH2:2][C:3]3[CH:4]=[CH:5][CH:6]=[CH:7][CH:8]=3)[C:10]2=[O:15])=[CH:19][CH:18]=1.[Cl:16][C:17]1[CH:24]=[CH:23][C:20]([C@@H:21]([OH:22])[C@@H:11]2[O:12][CH2:13][CH2:14][N:9]([CH2:2][C:3]3[CH:4]=[CH:5][CH:6]=[CH:7][CH:8]=3)[C:10]2=[O:15])=[CH:19][CH:18]=1, predict the reactants needed to synthesize it. The reactants are: [Li].[CH2:2]([N:9]1[CH2:14][CH2:13][O:12][CH2:11][C:10]1=[O:15])[C:3]1[CH:8]=[CH:7][CH:6]=[CH:5][CH:4]=1.[Cl:16][C:17]1[CH:24]=[CH:23][C:20]([CH:21]=[O:22])=[CH:19][CH:18]=1. (4) Given the product [CH2:1]([C:3]1[CH:17]=[CH:16][C:6]2=[C:7]3[C:12](=[C:13]([NH2:15])[N:14]=[C:5]2[CH:4]=1)[N:11]=[CH:10][CH:9]=[CH:8]3)[CH3:2], predict the reactants needed to synthesize it. The reactants are: [CH:1]([C:3]1[CH:17]=[CH:16][C:6]2=[C:7]3[C:12](=[C:13]([NH2:15])[N:14]=[C:5]2[CH:4]=1)[N:11]=[CH:10][CH:9]=[CH:8]3)=[CH2:2]. (5) Given the product [Cl:38][C:34]1[CH:33]=[C:32]([CH2:31][N:21]2[CH:22]=[C:17]([C:15]3[O:14][N:13]=[C:12]([C:9]4[CH:8]=[CH:7][C:6]([C:3]5([C:2]([F:1])([F:24])[F:25])[CH2:4][CH2:5]5)=[CH:11][CH:10]=4)[N:16]=3)[CH:18]=[CH:19][C:20]2=[O:23])[CH:37]=[CH:36][N:35]=1, predict the reactants needed to synthesize it. The reactants are: [F:1][C:2]([F:25])([F:24])[C:3]1([C:6]2[CH:11]=[CH:10][C:9]([C:12]3[N:16]=[C:15]([C:17]4[CH:18]=[CH:19][C:20](=[O:23])[NH:21][CH:22]=4)[O:14][N:13]=3)=[CH:8][CH:7]=2)[CH2:5][CH2:4]1.CS(O[CH2:31][C:32]1[CH:37]=[CH:36][N:35]=[C:34]([Cl:38])[CH:33]=1)(=O)=O. (6) Given the product [CH:27]1([CH2:26][C:25]([C:24]2[CH:13]([C:5]3[CH:6]=[CH:7][CH:8]=[C:9]4[C:4]=3[O:3][C:2]([CH3:1])=[CH:11][C:10]4=[O:12])[C:14]([C:15]([O:17][CH3:18])=[O:16])=[C:19]([CH3:20])[NH:22][C:23]=2[CH3:33])=[O:32])[CH2:31][CH2:30][CH2:29][CH2:28]1, predict the reactants needed to synthesize it. The reactants are: [CH3:1][C:2]1[O:3][C:4]2[C:9]([C:10](=[O:12])[CH:11]=1)=[CH:8][CH:7]=[CH:6][C:5]=2[CH:13]=[C:14]([C:19](=O)[CH3:20])[C:15]([O:17][CH3:18])=[O:16].[NH2:22][C:23]([CH3:33])=[CH:24][C:25](=[O:32])[CH2:26][CH:27]1[CH2:31][CH2:30][CH2:29][CH2:28]1. (7) Given the product [CH3:1][C:2]1[NH:3][C:4]2[CH:10]=[CH:9][CH:8]=[CH:7][C:5]=2[N:6]=1.[NH:3]1[C:4]2[CH:10]=[CH:9][CH:8]=[CH:7][C:5]=2[N:6]=[C:2]1[CH2:1][C:18]([OH:32])([CH2:19][C:20]([C:23]1[CH:28]=[C:27]([F:29])[CH:26]=[CH:25][C:24]=1[O:30][CH3:31])([CH3:22])[CH3:21])[C:17]([F:16])([F:34])[F:33], predict the reactants needed to synthesize it. The reactants are: [CH3:1][C:2]1[NH:3][C:4]2[CH:10]=[CH:9][CH:8]=[CH:7][C:5]=2[N:6]=1.C([Li])CCC.[F:16][C:17]([F:34])([F:33])[C:18](=[O:32])[CH2:19][C:20]([C:23]1[CH:28]=[C:27]([F:29])[CH:26]=[CH:25][C:24]=1[O:30][CH3:31])([CH3:22])[CH3:21].[NH4+].[Cl-]. (8) Given the product [F:6][C:7]([F:17])=[C:8]([CH3:16])[CH2:9][CH2:10][CH2:11][CH2:12][OH:13], predict the reactants needed to synthesize it. The reactants are: O1CCCC1.[F:6][C:7]([F:17])=[C:8]([CH3:16])[CH2:9][CH2:10][CH2:11][C:12](OC)=[O:13].[BH4-].[Na+].CO. (9) Given the product [Cl:16][C:17]1[CH:22]=[CH:21][CH:20]=[CH:19][C:18]=1[C:2]1[C:3]([C:9]2[CH:14]=[CH:13][C:12]([Cl:15])=[CH:11][CH:10]=2)=[CH:4][C:5]([F:8])=[N:6][CH:7]=1, predict the reactants needed to synthesize it. The reactants are: Cl[C:2]1[C:3]([C:9]2[CH:14]=[CH:13][C:12]([Cl:15])=[CH:11][CH:10]=2)=[CH:4][C:5]([F:8])=[N:6][CH:7]=1.[Cl:16][C:17]1[CH:22]=[CH:21][CH:20]=[CH:19][C:18]=1B(O)O.[O-]P([O-])([O-])=O.[K+].[K+].[K+].COC1C=CC=C(OC)C=1C1C=CC=CC=1P(C1CCCCC1)C1CCCCC1.